This data is from Full USPTO retrosynthesis dataset with 1.9M reactions from patents (1976-2016). The task is: Predict the reactants needed to synthesize the given product. (1) Given the product [N:24]1[NH:25][N:26]=[C:3]([C@@H:2]([N:5]([CH2:13][CH2:14][CH2:15][NH:16][C:17]([O:19][C:20]([CH3:22])([CH3:21])[CH3:23])=[O:18])[C:6](=[O:12])[O:7][C:8]([CH3:9])([CH3:10])[CH3:11])[CH3:1])[CH:4]=1, predict the reactants needed to synthesize it. The reactants are: [CH3:1][C@H:2]([N:5]([CH2:13][CH2:14][CH2:15][NH:16][C:17]([O:19][C:20]([CH3:23])([CH3:22])[CH3:21])=[O:18])[C:6](=[O:12])[O:7][C:8]([CH3:11])([CH3:10])[CH3:9])[C:3]#[CH:4].[N:24]([Si](C)(C)C)=[N+:25]=[N-:26]. (2) Given the product [CH3:24][C:23]([CH3:26])([CH3:25])[C:22]([NH:14][NH:13][C:11]([C:9]1[CH:8]=[CH:7][N:6]2[C:2]([I:1])=[CH:3][N:4]=[C:5]2[CH:10]=1)=[O:12])=[O:27], predict the reactants needed to synthesize it. The reactants are: [I:1][C:2]1[N:6]2[CH:7]=[CH:8][C:9]([C:11]([NH:13][NH2:14])=[O:12])=[CH:10][C:5]2=[N:4][CH:3]=1.C(N(CC)CC)C.[C:22](Cl)(=[O:27])[C:23]([CH3:26])([CH3:25])[CH3:24].S(=O)(=O)(O)O. (3) Given the product [I:10][C:9]1[CH:8]=[CH:7][CH:6]=[C:5]2[C:4]=1[C:3](=[O:13])[N:21]([CH2:20][C:19]1[CH:22]=[CH:23][C:16]([O:15][CH3:14])=[CH:17][CH:18]=1)[CH2:11]2, predict the reactants needed to synthesize it. The reactants are: CO[C:3](=[O:13])[C:4]1[C:9]([I:10])=[CH:8][CH:7]=[CH:6][C:5]=1[CH2:11]Br.[CH3:14][O:15][C:16]1[CH:23]=[CH:22][C:19]([CH2:20][NH2:21])=[CH:18][CH:17]=1.C([O-])([O-])=O.[K+].[K+].C(OCC)(=O)C.